From a dataset of Forward reaction prediction with 1.9M reactions from USPTO patents (1976-2016). Predict the product of the given reaction. (1) Given the reactants [F:1][C:2]1[CH:3]=[CH:4][C:5]2[O:9][CH:8]=[C:7]([CH:10]=O)[C:6]=2[CH:12]=1.[CH2:13]([O:15][C:16](=[O:28])[NH:17][C:18]1[CH:23]=[CH:22][C:21]([NH2:24])=[CH:20][C:19]=1[N+:25]([O-:27])=[O:26])[CH3:14].[BH4-].[Na+].O, predict the reaction product. The product is: [CH2:13]([O:15][C:16](=[O:28])[NH:17][C:18]1[CH:23]=[CH:22][C:21]([NH:24][CH2:10][C:7]2[C:6]3[CH:12]=[C:2]([F:1])[CH:3]=[CH:4][C:5]=3[O:9][CH:8]=2)=[CH:20][C:19]=1[N+:25]([O-:27])=[O:26])[CH3:14]. (2) Given the reactants [CH3:1][O:2][CH2:3][C:4]([NH:6][C@@H:7]([C:15]([CH3:18])([CH3:17])[CH3:16])[C:8]([O:10]C(C)(C)C)=[O:9])=[O:5].FC(F)(F)C(O)=O, predict the reaction product. The product is: [CH3:1][O:2][CH2:3][C:4]([NH:6][C@@H:7]([C:15]([CH3:18])([CH3:17])[CH3:16])[C:8]([OH:10])=[O:9])=[O:5]. (3) Given the reactants C([O:8][N:9]1[C:15](=[O:16])[N:14]2[CH2:17][C@H:10]1[CH2:11][CH2:12][C@H:13]2[C:18]([NH:20][NH:21][C:22]([CH:24]1[CH2:28][CH2:27][CH2:26][CH2:25]1)=[O:23])=[O:19])C1C=CC=CC=1.[H][H], predict the reaction product. The product is: [CH:24]1([C:22]([NH:21][NH:20][C:18]([C@@H:13]2[CH2:12][CH2:11][C@@H:10]3[CH2:17][N:14]2[C:15](=[O:16])[N:9]3[OH:8])=[O:19])=[O:23])[CH2:28][CH2:27][CH2:26][CH2:25]1.